From a dataset of CYP2D6 inhibition data for predicting drug metabolism from PubChem BioAssay. Regression/Classification. Given a drug SMILES string, predict its absorption, distribution, metabolism, or excretion properties. Task type varies by dataset: regression for continuous measurements (e.g., permeability, clearance, half-life) or binary classification for categorical outcomes (e.g., BBB penetration, CYP inhibition). Dataset: cyp2d6_veith. (1) The compound is COc1cccc(Nc2ncc3nc(-c4ccc(Cl)cc4)c(=O)n(C4CC4)c3n2)c1. The result is 0 (non-inhibitor). (2) The drug is CCC[C@H]1C(=O)N2C(N(C)C)=Nc3ccc(C)cc3N2C1=O. The result is 0 (non-inhibitor). (3) The compound is Nc1ccc(N2CCN(C(=O)c3ccco3)CC2)cc1. The result is 0 (non-inhibitor). (4) The result is 0 (non-inhibitor). The molecule is COc1ccc(C(=O)c2c(C)n(CCN3CCOCC3)c3cc(I)ccc23)cc1.